This data is from Merck oncology drug combination screen with 23,052 pairs across 39 cell lines. The task is: Regression. Given two drug SMILES strings and cell line genomic features, predict the synergy score measuring deviation from expected non-interaction effect. (1) Drug 1: COc1cc(C2c3cc4c(cc3C(OC3OC5COC(C)OC5C(O)C3O)C3COC(=O)C23)OCO4)cc(OC)c1O. Cell line: SKOV3. Synergy scores: synergy=5.28. Drug 2: Cc1nc(Nc2ncc(C(=O)Nc3c(C)cccc3Cl)s2)cc(N2CCN(CCO)CC2)n1. (2) Drug 1: O=S1(=O)NC2(CN1CC(F)(F)F)C1CCC2Cc2cc(C=CCN3CCC(C(F)(F)F)CC3)ccc2C1. Drug 2: CN(Cc1cnc2nc(N)nc(N)c2n1)c1ccc(C(=O)NC(CCC(=O)O)C(=O)O)cc1. Cell line: PA1. Synergy scores: synergy=-24.3. (3) Drug 1: O=S1(=O)NC2(CN1CC(F)(F)F)C1CCC2Cc2cc(C=CCN3CCC(C(F)(F)F)CC3)ccc2C1. Drug 2: Cn1c(=O)n(-c2ccc(C(C)(C)C#N)cc2)c2c3cc(-c4cnc5ccccc5c4)ccc3ncc21. Cell line: SW837. Synergy scores: synergy=20.9. (4) Drug 1: CCN(CC)CCNC(=O)c1c(C)[nH]c(C=C2C(=O)Nc3ccc(F)cc32)c1C. Drug 2: Cn1nnc2c(C(N)=O)ncn2c1=O. Cell line: PA1. Synergy scores: synergy=10.1. (5) Drug 2: COC1CC2CCC(C)C(O)(O2)C(=O)C(=O)N2CCCCC2C(=O)OC(C(C)CC2CCC(OP(C)(C)=O)C(OC)C2)CC(=O)C(C)C=C(C)C(O)C(OC)C(=O)C(C)CC(C)C=CC=CC=C1C. Synergy scores: synergy=9.77. Drug 1: Nc1ccn(C2OC(CO)C(O)C2(F)F)c(=O)n1. Cell line: HT29.